Dataset: Full USPTO retrosynthesis dataset with 1.9M reactions from patents (1976-2016). Task: Predict the reactants needed to synthesize the given product. (1) Given the product [OH:7][C:8]1[C:13]([CH3:14])=[C:12]([CH:11]=[CH:10][C:9]=1[C:16](=[O:21])[CH2:17][CH:18]([CH3:19])[CH3:20])[O:15][CH2:23][CH2:24][CH2:25][CH2:26][O:27][C:28]1[CH:29]=[CH:30][C:31]([C:32]#[N:33])=[CH:34][CH:35]=1, predict the reactants needed to synthesize it. The reactants are: C(=O)([O-])[O-].[K+].[K+].[OH:7][C:8]1[C:13]([CH3:14])=[C:12]([OH:15])[CH:11]=[CH:10][C:9]=1[C:16](=[O:21])[CH2:17][CH:18]([CH3:20])[CH3:19].Br[CH2:23][CH2:24][CH2:25][CH2:26][O:27][C:28]1[CH:35]=[CH:34][C:31]([C:32]#[N:33])=[CH:30][CH:29]=1. (2) Given the product [F:21][C:22]1[CH:27]=[CH:26][CH:25]=[CH:24][C:23]=1[C:28]1[CH:29]=[CH:30][C:31]([O:34][CH2:16][CH2:15][CH2:14][O:13][C:10]2[CH:9]=[CH:8][C:7]([CH2:6][C@H:5]([O:18][CH3:19])[C:4]([OH:3])=[O:20])=[CH:12][CH:11]=2)=[CH:32][CH:33]=1, predict the reactants needed to synthesize it. The reactants are: C([O:3][C:4](=[O:20])[C@@H:5]([O:18][CH3:19])[CH2:6][C:7]1[CH:12]=[CH:11][C:10]([O:13][CH2:14][CH2:15][CH2:16]Br)=[CH:9][CH:8]=1)C.[F:21][C:22]1[CH:27]=[CH:26][CH:25]=[CH:24][C:23]=1[C:28]1[CH:33]=[CH:32][CH:31]=[CH:30][CH:29]=1.[OH-:34].[Na+]. (3) Given the product [C:11]([O:10][C:9]([NH:8][C:3]1[C:2]([F:1])=[CH:7][CH:6]=[CH:5][C:4]=1[C:26]([OH:28])=[O:27])=[O:15])([CH3:12])([CH3:14])[CH3:13], predict the reactants needed to synthesize it. The reactants are: [F:1][C:2]1[CH:7]=[CH:6][CH:5]=[CH:4][C:3]=1[NH:8][C:9](=[O:15])[O:10][C:11]([CH3:14])([CH3:13])[CH3:12].C([Li])(C)(C)C.CCCCC.[C:26](=[O:28])=[O:27]. (4) Given the product [CH2:48]([O:8][C:9]1[C:13]([O:14][CH2:15][C:16]2[CH:21]=[CH:20][CH:19]=[CH:18][CH:17]=2)=[C:12]([C:22]([N:44]2[CH2:45][CH2:46][N:41]([CH3:40])[CH2:42][CH2:43]2)=[O:23])[N:11]([C:27]2[CH:32]=[CH:31][C:30]([O:33][CH3:34])=[CH:29][CH:28]=2)[C:10]=1[C:35]([N:44]1[CH2:45][CH2:46][N:41]([CH3:40])[CH2:42][CH2:43]1)=[O:37])[C:47]1[CH:49]=[CH:35][CH:10]=[CH:9][CH:13]=1, predict the reactants needed to synthesize it. The reactants are: C([O:8][C:9]1[C:13]([O:14][CH2:15][C:16]2[CH:21]=[CH:20][CH:19]=[CH:18][CH:17]=2)=[C:12]([C:22](OCC)=[O:23])[N:11]([C:27]2[CH:32]=[CH:31][C:30]([O:33][CH3:34])=[CH:29][CH:28]=2)[C:10]=1[C:35]([O:37]CC)=O)C1C=CC=CC=1.[CH3:40][N:41]1[CH2:46][CH2:45][NH:44][CH2:43][CH2:42]1.[CH:47]([Mg]Cl)([CH3:49])[CH3:48]. (5) Given the product [CH2:22]=[CH:23][C:24]1[CH:29]=[CH:28][CH:27]=[CH:26][CH:25]=1.[C:30]([OH:34])(=[O:33])[CH:31]=[CH2:32], predict the reactants needed to synthesize it. The reactants are: C(OC(C)COC)(=O)C.N(C(C)(C)C#N)=NC(C)(C)C#N.[CH2:22]=[CH:23][C:24]1[CH:29]=[CH:28][CH:27]=[CH:26][CH:25]=1.[C:30]([OH:34])(=[O:33])[CH:31]=[CH2:32].C(C1C=CC(O)=CC=1)(C1C=CC=CC=1)(C)C. (6) Given the product [O:20]=[C:19]1[CH:21]=[CH:22][N:6]2[N:5]=[CH:4][C:3]([C:7]([OH:9])=[O:8])=[C:2]2[NH:1]1, predict the reactants needed to synthesize it. The reactants are: [NH2:1][C:2]1[NH:6][N:5]=[CH:4][C:3]=1[C:7]([OH:9])=[O:8].[O-]CC.[Na+].CN1[CH:22]=[CH:21][C:19](=[O:20])N(C)C1=O.Cl. (7) Given the product [O:67]1[C:68]2[C:69](=[N:70][CH:71]=[CH:72][CH:73]=2)[N:74]=[C:66]1[S:65][CH2:26][CH2:27][N:28]1[CH2:29][CH2:30][N:31]([CH2:34][C:35]([NH:37][C:38]2[C:39]([N:50]3[CH2:51][CH2:52][CH2:53][CH2:54]3)=[N:40][C:41]([CH3:49])=[CH:42][C:43]=2[N:44]2[CH2:45][CH2:46][CH2:47][CH2:48]2)=[O:36])[CH2:32][CH2:33]1, predict the reactants needed to synthesize it. The reactants are: OCCN1CCN(CC(NC2C(SC)=NC(C)=CC=2SC)=O)CC1.O[CH2:26][CH2:27][N:28]1[CH2:33][CH2:32][N:31]([CH2:34][C:35]([NH:37][C:38]2[C:39]([N:50]3[CH2:54][CH2:53][CH2:52][CH2:51]3)=[N:40][C:41]([CH3:49])=[CH:42][C:43]=2[N:44]2[CH2:48][CH2:47][CH2:46][CH2:45]2)=[O:36])[CH2:30][CH2:29]1.SC1NC2C=CC=CC=2N=1.[SH:65][C:66]1[O:67][C:68]2[C:69]([N:74]=1)=[N:70][CH:71]=[CH:72][CH:73]=2. (8) Given the product [Br:1][C:2]1[CH:9]=[CH:8][C:7]([C:10]([F:13])([F:12])[F:11])=[CH:6][C:3]=1[CH:4]=[O:26], predict the reactants needed to synthesize it. The reactants are: [Br:1][C:2]1[CH:9]=[CH:8][C:7]([C:10]([F:13])([F:12])[F:11])=[CH:6][C:3]=1[C:4]#N.[H-].C([Al+]CC(C)C)C(C)C.CC[O:26]CC.Cl.